This data is from Forward reaction prediction with 1.9M reactions from USPTO patents (1976-2016). The task is: Predict the product of the given reaction. (1) Given the reactants C1C2C(C[O:15][C:16]([N:18]3[CH2:23][C@H:22]([NH:24][S:25]([C:28]4[CH:33]=[CH:32][C:31]([CH3:34])=[CH:30][CH:29]=4)(=[O:27])=[O:26])[CH2:21][C@H:20]([C:35]([OH:37])=[O:36])[CH2:19]3)=[O:17])C3C(=CC=CC=3)C=2C=CC=1.N1CCCCC1.C(OC(O[C:47]([CH3:50])([CH3:49])[CH3:48])=O)(O[C:47]([CH3:50])([CH3:49])[CH3:48])=O.C([O-])([O-])=O.[K+].[K+], predict the reaction product. The product is: [C:47]([O:15][C:16]([N:18]1[CH2:23][C@H:22]([NH:24][S:25]([C:28]2[CH:33]=[CH:32][C:31]([CH3:34])=[CH:30][CH:29]=2)(=[O:27])=[O:26])[CH2:21][C@H:20]([C:35]([OH:37])=[O:36])[CH2:19]1)=[O:17])([CH3:50])([CH3:49])[CH3:48]. (2) Given the reactants [Cl:1][C:2]1[CH:7]=[CH:6][C:5](/[CH:8]=[CH:9]/[C:10]([C:12]2[CH:13]=[CH:14][C:15](=[O:19])[N:16]([CH3:18])[CH:17]=2)=[O:11])=[C:4]([F:20])[CH:3]=1.[CH2:21]([S:23]([C:26]1[CH:31]=[CH:30][C:29](B(O)O)=[CH:28][CH:27]=1)(=[O:25])=[O:24])[CH3:22].C(=O)([O-])O.[Na+], predict the reaction product. The product is: [Cl:1][C:2]1[CH:7]=[CH:6][C:5]([CH:8]([C:29]2[CH:28]=[CH:27][C:26]([S:23]([CH2:21][CH3:22])(=[O:25])=[O:24])=[CH:31][CH:30]=2)[CH2:9][C:10]([C:12]2[CH:13]=[CH:14][C:15](=[O:19])[N:16]([CH3:18])[CH:17]=2)=[O:11])=[C:4]([F:20])[CH:3]=1. (3) Given the reactants C(OC([N:8]1[CH2:13][CH2:12][C@H:11]([C:14]2[CH:19]=[CH:18][C:17]([O:20][CH2:21][CH2:22][O:23][C:24]3[C:29]([Cl:30])=[CH:28][C:27]([CH3:31])=[CH:26][C:25]=3[Cl:32])=[CH:16][CH:15]=2)[C@@H:10]([C:33](=[O:51])[N:34]([CH2:38]C2C=C(Cl)C=CC=2CCCOC)[CH:35]2[CH2:37][CH2:36]2)[CH2:9]1)=O)(C)(C)C.Cl.[CH2:53]([Cl:55])Cl, predict the reaction product. The product is: [Cl:55][C:53]1[CH:18]=[CH:19][C:14]([CH2:15][CH2:16][CH2:17][O:20][CH3:21])=[CH:11][C:10]=1[CH2:38][N:34]([CH:35]1[CH2:37][CH2:36]1)[C:33]([C@@H:10]1[C@@H:11]([C:14]2[CH:19]=[CH:18][C:17]([O:20][CH2:21][CH2:22][O:23][C:24]3[C:25]([Cl:32])=[CH:26][C:27]([CH3:31])=[CH:28][C:29]=3[Cl:30])=[CH:16][CH:15]=2)[CH2:12][CH2:13][NH:8][CH2:9]1)=[O:51]. (4) Given the reactants C([NH:4][C:5]1[C:6]([Cl:15])=[C:7]([CH:11]=[CH:12][C:13]=1[Cl:14])[C:8]([OH:10])=[O:9])(=O)C.CC(O)=O, predict the reaction product. The product is: [NH2:4][C:5]1[C:6]([Cl:15])=[C:7]([CH:11]=[CH:12][C:13]=1[Cl:14])[C:8]([OH:10])=[O:9]. (5) Given the reactants [CH3:1][N:2]1[C:10]([CH3:11])=[C:9]2[C:4]([CH:5]=[CH:6][C:7]([N:12]3[CH:17]=[CH:16][C:15]([OH:18])=[CH:14][C:13]3=[O:19])=[CH:8]2)=[N:3]1.[Cl:20][C:21]1[CH:22]=[C:23]([CH2:27]O)[CH:24]=[CH:25][CH:26]=1.C1(P(C2C=CC=CC=2)C2C=CC=CC=2)C=CC=CC=1, predict the reaction product. The product is: [Cl:20][C:21]1[CH:22]=[C:23]([CH:24]=[CH:25][CH:26]=1)[CH2:27][O:18][C:15]1[CH:16]=[CH:17][N:12]([C:7]2[CH:6]=[CH:5][C:4]3[C:9](=[C:10]([CH3:11])[N:2]([CH3:1])[N:3]=3)[CH:8]=2)[C:13](=[O:19])[CH:14]=1. (6) Given the reactants C[O:2][C:3](=O)[CH2:4][C:5]1[C:10]([CH3:11])=[CH:9][C:8]([CH3:12])=[CH:7][C:6]=1[CH3:13].CO[C:17]([C:19]1([OH:28])[CH2:24][CH2:23][N:22]([N:25]([CH3:27])[CH3:26])[CH2:21][CH2:20]1)=[O:18].CC(C)([O-])C.[K+], predict the reaction product. The product is: [CH3:27][N:25]([CH3:26])[N:22]1[CH2:21][CH2:20][C:19]2([O:28][C:3](=[O:2])[CH:4]([C:5]3[C:10]([CH3:11])=[CH:9][C:8]([CH3:12])=[CH:7][C:6]=3[CH3:13])[C:17]2=[O:18])[CH2:24][CH2:23]1. (7) Given the reactants [N:1]1[CH:6]=[CH:5][CH:4]=[CH:3][C:2]=1[C:7]1[O:8][C:9]2[CH2:10][NH:11][CH2:12][CH2:13][C:14]=2[N:15]=1.Br[C:17]1[CH:18]=[C:19]([CH:22]=[CH:23][CH:24]=1)[C:20]#[N:21].C(O[Na])(C)(C)C.C1C=CC(P(C2C(C3C(P(C4C=CC=CC=4)C4C=CC=CC=4)=CC=C4C=3C=CC=C4)=C3C(C=CC=C3)=CC=2)C2C=CC=CC=2)=CC=1, predict the reaction product. The product is: [N:1]1[CH:6]=[CH:5][CH:4]=[CH:3][C:2]=1[C:7]1[O:8][C:9]2[CH2:10][N:11]([C:17]3[CH:18]=[C:19]([CH:22]=[CH:23][CH:24]=3)[C:20]#[N:21])[CH2:12][CH2:13][C:14]=2[N:15]=1. (8) The product is: [Cl:28][C:25]1[CH:26]=[CH:27][C:22]([O:21][CH2:20][C:19]([N:10]2[C:11]3[CH:18]=[CH:17][CH:16]=[CH:15][C:12]=3[CH2:13][N:14]3[C:5]([C:3]([NH:34][CH2:35][C:36]4[CH:37]=[CH:38][C:39]([C:40]([O:42][CH3:43])=[O:41])=[CH:44][CH:45]=4)=[O:4])=[CH:6][CH:7]=[C:8]3[CH2:9]2)=[O:30])=[C:23]([CH3:29])[CH:24]=1. Given the reactants ClC(Cl)(Cl)[C:3]([C:5]1[N:14]2[C:8]([CH2:9][N:10]([C:19](=[O:30])[CH2:20][O:21][C:22]3[CH:27]=[CH:26][C:25]([Cl:28])=[CH:24][C:23]=3[CH3:29])[C:11]3[CH:18]=[CH:17][CH:16]=[CH:15][C:12]=3[CH2:13]2)=[CH:7][CH:6]=1)=[O:4].Cl.[NH2:34][CH2:35][C:36]1[CH:45]=[CH:44][C:39]([C:40]([O:42][CH3:43])=[O:41])=[CH:38][CH:37]=1.C(N(CC)CC)C, predict the reaction product. (9) Given the reactants [CH3:1][O:2][C:3]1[CH:11]=[CH:10][CH:9]=[C:8]2[C:4]=1[CH2:5][CH2:6][CH:7]2[N:12]1[C:17](=[O:18])[C:16]([C:19]([O:21]CC)=[O:20])=[CH:15][N:14]([C:24]2[CH:34]=[CH:33][C:27]3[N:28]([CH3:32])[C:29](=[O:31])[S:30][C:26]=3[CH:25]=2)[C:13]1=[O:35].Cl, predict the reaction product. The product is: [CH3:1][O:2][C:3]1[CH:11]=[CH:10][CH:9]=[C:8]2[C:4]=1[CH2:5][CH2:6][CH:7]2[N:12]1[C:17](=[O:18])[C:16]([C:19]([OH:21])=[O:20])=[CH:15][N:14]([C:24]2[CH:34]=[CH:33][C:27]3[N:28]([CH3:32])[C:29](=[O:31])[S:30][C:26]=3[CH:25]=2)[C:13]1=[O:35].